From a dataset of Peptide-MHC class II binding affinity with 134,281 pairs from IEDB. Regression. Given a peptide amino acid sequence and an MHC pseudo amino acid sequence, predict their binding affinity value. This is MHC class II binding data. (1) The peptide sequence is VLGLPAIKAWVAKRP. The MHC is DRB1_0405 with pseudo-sequence DRB1_0405. The binding affinity (normalized) is 0.293. (2) The MHC is DRB3_0101 with pseudo-sequence DRB3_0101. The binding affinity (normalized) is 0.0781. The peptide sequence is MRRLADQSLPPNFSC. (3) The peptide sequence is LNVSDFRNQWLLESD. The MHC is DRB1_0101 with pseudo-sequence DRB1_0101. The binding affinity (normalized) is 0.381.